Dataset: Full USPTO retrosynthesis dataset with 1.9M reactions from patents (1976-2016). Task: Predict the reactants needed to synthesize the given product. Given the product [CH3:33][S:34]([O:25][CH2:24][CH2:23][N:11]1[CH2:12][CH2:13][C@@H:14]([NH:15][C:16]([O:17][C:18]([CH3:19])([CH3:21])[CH3:20])=[O:22])[C@H:9]([O:8][Si:1]([C:4]([CH3:7])([CH3:6])[CH3:5])([CH3:3])[CH3:2])[CH2:10]1)(=[O:36])=[O:35], predict the reactants needed to synthesize it. The reactants are: [Si:1]([O:8][C@H:9]1[C@H:14]([NH:15][C:16](=[O:22])[O:17][C:18]([CH3:21])([CH3:20])[CH3:19])[CH2:13][CH2:12][N:11]([CH2:23][CH2:24][OH:25])[CH2:10]1)([C:4]([CH3:7])([CH3:6])[CH3:5])([CH3:3])[CH3:2].C(N(CC)CC)C.[CH3:33][S:34](Cl)(=[O:36])=[O:35].CS(OCCN1CC[C@@H](NC(OC(C)(C)C)=O)[C@@H](OC)C1)(=O)=O.